Dataset: CYP2D6 inhibition data for predicting drug metabolism from PubChem BioAssay. Task: Regression/Classification. Given a drug SMILES string, predict its absorption, distribution, metabolism, or excretion properties. Task type varies by dataset: regression for continuous measurements (e.g., permeability, clearance, half-life) or binary classification for categorical outcomes (e.g., BBB penetration, CYP inhibition). Dataset: cyp2d6_veith. (1) The drug is Cc1ccc(S(=O)(=O)Nc2ccccc2-c2ccccc2NS(=O)(=O)c2ccc(C)cc2)cc1. The result is 0 (non-inhibitor). (2) The molecule is CC[C@@]1(O)C(=O)OCc2c1cc1n(c2=O)Cc2cc3c(NC(=O)CN)cccc3nc2-1.Cl. The result is 0 (non-inhibitor). (3) The drug is CCN(CC)CCNC(=O)C1CCC(=O)N(c2ccc(OC)cc2)C1c1ccc(F)cc1. The result is 0 (non-inhibitor). (4) The compound is C[C@@]12CC[C@@H](O)C[C@H]1CC[C@@H]1[C@@H]2CC[C@@]2(C)[C@H](O)CC[C@H]12. The result is 0 (non-inhibitor). (5) The drug is O=C(O)c1cc(=O)cc(C(=O)O)[nH]1. The result is 0 (non-inhibitor). (6) The drug is Cc1ccc(C(=O)COc2ccccc2C(=O)Nc2ccccc2)cc1. The result is 0 (non-inhibitor). (7) The molecule is CCC(C)NC(=O)c1ccccc1NC(=O)Nc1ccccc1. The result is 0 (non-inhibitor). (8) The compound is CSC(=N)N. The result is 0 (non-inhibitor).